Regression. Given two drug SMILES strings and cell line genomic features, predict the synergy score measuring deviation from expected non-interaction effect. From a dataset of NCI-60 drug combinations with 297,098 pairs across 59 cell lines. (1) Synergy scores: CSS=16.6, Synergy_ZIP=6.14, Synergy_Bliss=9.48, Synergy_Loewe=-8.46, Synergy_HSA=5.66. Cell line: NCI-H460. Drug 1: C1=CC(=CC=C1CC(C(=O)O)N)N(CCCl)CCCl.Cl. Drug 2: C1=CC(=CC=C1C#N)C(C2=CC=C(C=C2)C#N)N3C=NC=N3. (2) Synergy scores: CSS=18.1, Synergy_ZIP=-4.27, Synergy_Bliss=1.01, Synergy_Loewe=-17.5, Synergy_HSA=1.02. Cell line: SNB-75. Drug 1: CC1=C2C(C(=O)C3(C(CC4C(C3C(C(C2(C)C)(CC1OC(=O)C(C(C5=CC=CC=C5)NC(=O)C6=CC=CC=C6)O)O)OC(=O)C7=CC=CC=C7)(CO4)OC(=O)C)O)C)OC(=O)C. Drug 2: CC(C)NC(=O)C1=CC=C(C=C1)CNNC.Cl. (3) Drug 1: C1=NC2=C(N1)C(=S)N=C(N2)N. Drug 2: CC1=C(N=C(N=C1N)C(CC(=O)N)NCC(C(=O)N)N)C(=O)NC(C(C2=CN=CN2)OC3C(C(C(C(O3)CO)O)O)OC4C(C(C(C(O4)CO)O)OC(=O)N)O)C(=O)NC(C)C(C(C)C(=O)NC(C(C)O)C(=O)NCCC5=NC(=CS5)C6=NC(=CS6)C(=O)NCCC[S+](C)C)O. Cell line: BT-549. Synergy scores: CSS=20.3, Synergy_ZIP=-1.84, Synergy_Bliss=-2.36, Synergy_Loewe=-5.49, Synergy_HSA=-2.29. (4) Drug 1: CC12CCC3C(C1CCC2=O)CC(=C)C4=CC(=O)C=CC34C. Drug 2: CCC1=CC2CC(C3=C(CN(C2)C1)C4=CC=CC=C4N3)(C5=C(C=C6C(=C5)C78CCN9C7C(C=CC9)(C(C(C8N6C)(C(=O)OC)O)OC(=O)C)CC)OC)C(=O)OC.C(C(C(=O)O)O)(C(=O)O)O. Cell line: SN12C. Synergy scores: CSS=43.5, Synergy_ZIP=1.33, Synergy_Bliss=0.541, Synergy_Loewe=3.46, Synergy_HSA=4.57. (5) Drug 1: CCC1(CC2CC(C3=C(CCN(C2)C1)C4=CC=CC=C4N3)(C5=C(C=C6C(=C5)C78CCN9C7C(C=CC9)(C(C(C8N6C)(C(=O)OC)O)OC(=O)C)CC)OC)C(=O)OC)O.OS(=O)(=O)O. Drug 2: C1C(C(OC1N2C=NC3=C2NC=NCC3O)CO)O. Cell line: SK-MEL-5. Synergy scores: CSS=3.98, Synergy_ZIP=-2.85, Synergy_Bliss=-2.97, Synergy_Loewe=-3.55, Synergy_HSA=-2.12.